From a dataset of NCI-60 drug combinations with 297,098 pairs across 59 cell lines. Regression. Given two drug SMILES strings and cell line genomic features, predict the synergy score measuring deviation from expected non-interaction effect. (1) Drug 1: C1=NNC2=C1C(=O)NC=N2. Drug 2: CC12CCC3C(C1CCC2OP(=O)(O)O)CCC4=C3C=CC(=C4)OC(=O)N(CCCl)CCCl.[Na+]. Cell line: SK-MEL-28. Synergy scores: CSS=25.0, Synergy_ZIP=-0.583, Synergy_Bliss=1.37, Synergy_Loewe=-0.178, Synergy_HSA=-0.132. (2) Drug 1: CCN(CC)CCNC(=O)C1=C(NC(=C1C)C=C2C3=C(C=CC(=C3)F)NC2=O)C. Drug 2: CC12CCC3C(C1CCC2OP(=O)(O)O)CCC4=C3C=CC(=C4)OC(=O)N(CCCl)CCCl.[Na+]. Cell line: UACC-257. Synergy scores: CSS=8.14, Synergy_ZIP=-5.67, Synergy_Bliss=-6.19, Synergy_Loewe=-9.81, Synergy_HSA=-8.44. (3) Drug 1: C1=NNC2=C1C(=O)NC=N2. Drug 2: CC1CCCC2(C(O2)CC(NC(=O)CC(C(C(=O)C(C1O)C)(C)C)O)C(=CC3=CSC(=N3)C)C)C. Cell line: HL-60(TB). Synergy scores: CSS=64.7, Synergy_ZIP=0.530, Synergy_Bliss=-0.540, Synergy_Loewe=-1.36, Synergy_HSA=-1.71. (4) Drug 1: CC(C)(C#N)C1=CC(=CC(=C1)CN2C=NC=N2)C(C)(C)C#N. Drug 2: COCCOC1=C(C=C2C(=C1)C(=NC=N2)NC3=CC=CC(=C3)C#C)OCCOC.Cl. Cell line: OVCAR-4. Synergy scores: CSS=3.56, Synergy_ZIP=-4.22, Synergy_Bliss=-6.96, Synergy_Loewe=-4.23, Synergy_HSA=-4.05. (5) Cell line: CAKI-1. Synergy scores: CSS=3.42, Synergy_ZIP=1.60, Synergy_Bliss=7.36, Synergy_Loewe=4.75, Synergy_HSA=4.28. Drug 1: CN1C(=O)N2C=NC(=C2N=N1)C(=O)N. Drug 2: CC12CCC3C(C1CCC2OP(=O)(O)O)CCC4=C3C=CC(=C4)OC(=O)N(CCCl)CCCl.[Na+].